This data is from Full USPTO retrosynthesis dataset with 1.9M reactions from patents (1976-2016). The task is: Predict the reactants needed to synthesize the given product. (1) Given the product [CH3:15][O:14][C:11]1[CH:12]=[CH:13][C:8]([C:3]2[CH:2]=[N:18][N:17]([CH3:16])[C:5](=[O:6])[CH:4]=2)=[CH:9][CH:10]=1, predict the reactants needed to synthesize it. The reactants are: O[CH:2]1[O:6][C:5](=O)[CH:4]=[C:3]1[C:8]1[CH:13]=[CH:12][C:11]([O:14][CH3:15])=[CH:10][CH:9]=1.[CH3:16][NH:17][NH2:18]. (2) Given the product [CH3:1][O:2][C:3]1[C:4]([O:16][CH2:17][CH2:18][CH2:19][O:20][CH3:21])=[CH:5][C:6]2[CH2:7][CH:8]([CH2:13][O:14][CH3:15])[N:9]3[CH:10]([CH2:33][C:32](=[O:34])[C:26]([C:27]([O:29][CH2:30][CH3:31])=[O:28])=[CH:25]3)[C:11]=2[CH:12]=1, predict the reactants needed to synthesize it. The reactants are: [CH3:1][O:2][C:3]1[CH:12]=[C:11]2[C:6]([CH2:7][CH:8]([CH2:13][O:14][CH3:15])[N:9]=[CH:10]2)=[CH:5][C:4]=1[O:16][CH2:17][CH2:18][CH2:19][O:20][CH3:21].C(O[CH:25]=[C:26]([C:32](=[O:34])[CH3:33])[C:27]([O:29][CH2:30][CH3:31])=[O:28])C. (3) Given the product [C:6]([C:5]1[CH:8]=[CH:9][C:2]([CH:19]2[CH2:18][CH2:17][N:16]([C:27]([O:30][CH2:31][CH3:32])=[O:29])[CH2:21][CH2:20]2)=[CH:3][CH:4]=1)#[N:7], predict the reactants needed to synthesize it. The reactants are: F[C:2]1[CH:9]=[CH:8][C:5]([C:6]#[N:7])=[CH:4][CH:3]=1.C(=O)([O-])[O-].[K+].[K+].[NH:16]1[CH2:21][CH2:20][CH:19](C(OCC)=O)[CH2:18][CH2:17]1.[C:27]([O:30][CH2:31][CH3:32])(=[O:29])C. (4) The reactants are: [C:1](/[N:9]=[C:10]1/[N:11]([CH:28]2[CH2:33][CH2:32][N:31](C(OC(C)(C)C)=O)[CH2:30][CH2:29]2)[C:12]2[CH:17]=[C:16]([O:18][CH2:19][CH2:20][N:21]3[CH2:26][CH2:25][CH2:24][CH2:23][CH2:22]3)[N:15]=[CH:14][C:13]=2[NH:27]/1)(=[O:8])[C:2]1[CH:7]=[CH:6][CH:5]=[CH:4][CH:3]=1.C(C1C=CC(C(/N=C2/N([C@H]3CC[C@@H](C(N4CCNC[C@H]4C)=O)CC3)C3C=C(OCCN4CCCCC4)N=CC=3N/2)=O)=CC=1)#N. Given the product [N:21]1([CH2:20][CH2:19][O:18][C:16]2[N:15]=[CH:14][C:13]3[NH:27]/[C:10](=[N:9]\[C:1](=[O:8])[C:2]4[CH:7]=[CH:6][CH:5]=[CH:4][CH:3]=4)/[N:11]([CH:28]4[CH2:29][CH2:30][NH:31][CH2:32][CH2:33]4)[C:12]=3[CH:17]=2)[CH2:22][CH2:23][CH2:24][CH2:25][CH2:26]1, predict the reactants needed to synthesize it. (5) Given the product [Cl:17][CH2:11][C:4]1[CH:5]=[C:6]([S:9][CH3:10])[CH:7]=[CH:8][C:3]=1[O:2][CH3:1], predict the reactants needed to synthesize it. The reactants are: [CH3:1][O:2][C:3]1[CH:8]=[CH:7][C:6]([S:9][CH3:10])=[CH:5][C:4]=1[CH2:11]O.[Li+].[Cl-].S(Cl)([Cl:17])=O.O. (6) Given the product [NH2:10][C:8]1[CH:7]=[CH:6][C:5]([CH3:13])=[C:4]([CH:9]=1)[C:3]([O:2][CH3:1])=[O:14], predict the reactants needed to synthesize it. The reactants are: [CH3:1][O:2][C:3](=[O:14])[C:4]1[CH:9]=[C:8]([N+:10]([O-])=O)[CH:7]=[CH:6][C:5]=1[CH3:13].[NH2:10][C:8]1[CH:7]=[CH:6][C:5]([CH3:13])=[C:4]([CH:9]=1)[C:3]([O:2][CH3:1])=[O:14]. (7) Given the product [NH2:44][C:25]1[O:6][C:5]([C:7]2[CH:8]=[CH:9][C:10]3[O:16][CH2:15][CH2:14][N:13]([C:17]([O:19][C:20]([CH3:23])([CH3:22])[CH3:21])=[O:18])[CH2:12][C:11]=3[CH:24]=2)=[CH:4][N:1]=1, predict the reactants needed to synthesize it. The reactants are: [N:1]([CH2:4][C:5]([C:7]1[CH:8]=[CH:9][C:10]2[O:16][CH2:15][CH2:14][N:13]([C:17]([O:19][C:20]([CH3:23])([CH3:22])[CH3:21])=[O:18])[CH2:12][C:11]=2[CH:24]=1)=[O:6])=[N+]=[N-].[C:25]([N:44]=C=S)(C1C=CC=CC=1)(C1C=CC=CC=1)C1C=CC=CC=1.C1C=CC(P(C2C=CC=CC=2)C2C=CC=CC=2)=CC=1.